This data is from Forward reaction prediction with 1.9M reactions from USPTO patents (1976-2016). The task is: Predict the product of the given reaction. (1) Given the reactants [OH:1][C@H:2]([C@H:14]1[O:19][CH2:18][CH2:17][N:16]([C:20]2[CH:25]=[CH:24][C:23]([CH3:26])=[CH:22][CH:21]=2)[C:15]1=[O:27])[C:3]1[NH:7][C:6]2[CH:8]=[C:9]([C:12]#[N:13])[CH:10]=[CH:11][C:5]=2[N:4]=1.[C:28](Cl)(=[O:30])[CH3:29], predict the reaction product. The product is: [OH:1][C@H:2]([C@H:14]1[O:19][CH2:18][CH2:17][N:16]([C:20]2[CH:25]=[CH:24][C:23]([CH3:26])=[CH:22][CH:21]=2)[C:15]1=[O:27])[C:3]1[NH:7][C:6]2[CH:8]=[C:9]([C:12](=[NH:13])[O:30][CH2:28][CH3:29])[CH:10]=[CH:11][C:5]=2[N:4]=1. (2) Given the reactants Br[C:2]1[N:6]2[CH:7]=[C:8]([Cl:12])[CH:9]=[C:10]([Cl:11])[C:5]2=[N:4][CH:3]=1.[CH:13]1([NH:16][C:17]([C:19]2[CH:24]=[CH:23][C:22](B(O)O)=[CH:21][CH:20]=2)=[O:18])[CH2:15][CH2:14]1.C(=O)([O-])[O-].[K+].[K+].O, predict the reaction product. The product is: [CH:13]1([NH:16][C:17](=[O:18])[C:19]2[CH:24]=[CH:23][C:22]([C:2]3[N:6]4[CH:7]=[C:8]([Cl:12])[CH:9]=[C:10]([Cl:11])[C:5]4=[N:4][CH:3]=3)=[CH:21][CH:20]=2)[CH2:14][CH2:15]1.